Dataset: NCI-60 drug combinations with 297,098 pairs across 59 cell lines. Task: Regression. Given two drug SMILES strings and cell line genomic features, predict the synergy score measuring deviation from expected non-interaction effect. (1) Drug 1: CCN(CC)CCNC(=O)C1=C(NC(=C1C)C=C2C3=C(C=CC(=C3)F)NC2=O)C. Drug 2: CC(C)CN1C=NC2=C1C3=CC=CC=C3N=C2N. Cell line: SF-295. Synergy scores: CSS=-1.14, Synergy_ZIP=2.44, Synergy_Bliss=1.70, Synergy_Loewe=1.03, Synergy_HSA=-0.503. (2) Drug 1: CC12CCC3C(C1CCC2=O)CC(=C)C4=CC(=O)C=CC34C. Drug 2: C(=O)(N)NO. Cell line: UO-31. Synergy scores: CSS=36.8, Synergy_ZIP=4.48, Synergy_Bliss=4.01, Synergy_Loewe=4.46, Synergy_HSA=4.33. (3) Drug 1: C1CC(=O)NC(=O)C1N2CC3=C(C2=O)C=CC=C3N. Drug 2: COC1=C2C(=CC3=C1OC=C3)C=CC(=O)O2. Cell line: SF-539. Synergy scores: CSS=2.80, Synergy_ZIP=2.97, Synergy_Bliss=8.97, Synergy_Loewe=-1.10, Synergy_HSA=-0.866. (4) Synergy scores: CSS=30.7, Synergy_ZIP=-8.95, Synergy_Bliss=-10.0, Synergy_Loewe=-43.1, Synergy_HSA=-10.7. Drug 1: CN(C)N=NC1=C(NC=N1)C(=O)N. Drug 2: CCC1(CC2CC(C3=C(CCN(C2)C1)C4=CC=CC=C4N3)(C5=C(C=C6C(=C5)C78CCN9C7C(C=CC9)(C(C(C8N6C)(C(=O)OC)O)OC(=O)C)CC)OC)C(=O)OC)O.OS(=O)(=O)O. Cell line: SK-MEL-5. (5) Drug 1: CC1C(C(=O)NC(C(=O)N2CCCC2C(=O)N(CC(=O)N(C(C(=O)O1)C(C)C)C)C)C(C)C)NC(=O)C3=C4C(=C(C=C3)C)OC5=C(C(=O)C(=C(C5=N4)C(=O)NC6C(OC(=O)C(N(C(=O)CN(C(=O)C7CCCN7C(=O)C(NC6=O)C(C)C)C)C)C(C)C)C)N)C. Drug 2: CC=C1C(=O)NC(C(=O)OC2CC(=O)NC(C(=O)NC(CSSCCC=C2)C(=O)N1)C(C)C)C(C)C. Cell line: MDA-MB-435. Synergy scores: CSS=22.9, Synergy_ZIP=-0.483, Synergy_Bliss=-3.78, Synergy_Loewe=-23.5, Synergy_HSA=-5.15. (6) Drug 1: COC1=C(C=C2C(=C1)N=CN=C2NC3=CC(=C(C=C3)F)Cl)OCCCN4CCOCC4. Drug 2: CC(CN1CC(=O)NC(=O)C1)N2CC(=O)NC(=O)C2. Cell line: BT-549. Synergy scores: CSS=22.3, Synergy_ZIP=-3.94, Synergy_Bliss=2.03, Synergy_Loewe=-6.44, Synergy_HSA=4.57. (7) Drug 1: C(CC(=O)O)C(=O)CN.Cl. Drug 2: C1C(C(OC1N2C=NC(=NC2=O)N)CO)O. Cell line: T-47D. Synergy scores: CSS=3.15, Synergy_ZIP=2.56, Synergy_Bliss=5.01, Synergy_Loewe=0.831, Synergy_HSA=0.781. (8) Drug 1: C1CCC(CC1)NC(=O)N(CCCl)N=O. Drug 2: C(CC(=O)O)C(=O)CN.Cl. Cell line: CCRF-CEM. Synergy scores: CSS=34.8, Synergy_ZIP=-8.95, Synergy_Bliss=-8.18, Synergy_Loewe=-18.9, Synergy_HSA=-6.03. (9) Synergy scores: CSS=2.79, Synergy_ZIP=-0.826, Synergy_Bliss=0.776, Synergy_Loewe=-5.16, Synergy_HSA=-0.214. Cell line: HL-60(TB). Drug 2: C1CN(P(=O)(OC1)NCCCl)CCCl. Drug 1: C(=O)(N)NO. (10) Drug 1: CCCS(=O)(=O)NC1=C(C(=C(C=C1)F)C(=O)C2=CNC3=C2C=C(C=N3)C4=CC=C(C=C4)Cl)F. Drug 2: CN(CC1=CN=C2C(=N1)C(=NC(=N2)N)N)C3=CC=C(C=C3)C(=O)NC(CCC(=O)O)C(=O)O. Cell line: SN12C. Synergy scores: CSS=6.80, Synergy_ZIP=-2.43, Synergy_Bliss=-0.0776, Synergy_Loewe=-20.5, Synergy_HSA=-1.97.